The task is: Predict the reactants needed to synthesize the given product.. This data is from Full USPTO retrosynthesis dataset with 1.9M reactions from patents (1976-2016). (1) Given the product [CH2:1]([O:3][C:4]([C@@H:6]1[CH2:8][C@H:7]1[C:9]1[CH:10]=[C:11]([C:20]2[CH:21]=[CH:22][C:17]([Cl:16])=[CH:18][CH:19]=2)[CH:12]=[CH:13][CH:14]=1)=[O:5])[CH3:2], predict the reactants needed to synthesize it. The reactants are: [CH2:1]([O:3][C:4]([C@@H:6]1[CH2:8][C@H:7]1[C:9]1[CH:14]=[CH:13][CH:12]=[C:11](Br)[CH:10]=1)=[O:5])[CH3:2].[Cl:16][C:17]1[CH:22]=[CH:21][C:20](B(O)O)=[CH:19][CH:18]=1.C([O-])([O-])=O.[K+].[K+]. (2) Given the product [O:29]=[C:30]1[NH:35][C:34](=[O:36])[C:33]([S:37][CH2:20][C:21]([O:23][CH2:24][C:25]([CH3:28])([CH3:27])[CH3:26])=[O:22])=[N:32][NH:31]1, predict the reactants needed to synthesize it. The reactants are: CC(C)(C)CO.CCN(CC)CC.ClCC(Cl)=O.Cl[CH2:20][C:21]([O:23][CH2:24][C:25]([CH3:28])([CH3:27])[CH3:26])=[O:22].[O:29]=[C:30]1[NH:35][C:34](=[O:36])[C:33]([S-:37])=[N:32][NH:31]1.[Na+].[OH-].[Na+]. (3) Given the product [CH3:1][C:2]1[S:6][C:5]([NH:7][C:8]2[CH:13]=[C:12]([N:34]3[CH2:35][CH:32]([N:31]([CH3:36])[CH3:30])[CH2:33]3)[N:11]=[C:10]([S:15][C:16]3[CH:21]=[CH:20][C:19]([NH:22][C:23]([CH:25]4[CH2:27][CH2:26]4)=[O:24])=[CH:18][CH:17]=3)[N:9]=2)=[N:4][CH:3]=1, predict the reactants needed to synthesize it. The reactants are: [CH3:1][C:2]1[S:6][C:5]([NH:7][C:8]2[CH:13]=[C:12](Cl)[N:11]=[C:10]([S:15][C:16]3[CH:21]=[CH:20][C:19]([NH:22][C:23]([CH:25]4[CH2:27][CH2:26]4)=[O:24])=[CH:18][CH:17]=3)[N:9]=2)=[N:4][CH:3]=1.Cl.Cl.[CH3:30][N:31]([CH3:36])[CH:32]1[CH2:35][NH:34][CH2:33]1.C(N(CC)C(C)C)(C)C. (4) Given the product [ClH:18].[CH:1]1[C:10]2[C:5](=[CH:6][CH:7]=[CH:8][CH:9]=2)[CH:4]=[CH:3][C:2]=1[CH:11]=[N:17][NH:16][C:13]([NH2:15])=[NH:14], predict the reactants needed to synthesize it. The reactants are: [CH:1]1[C:10]2[C:5](=[CH:6][CH:7]=[CH:8][CH:9]=2)[CH:4]=[CH:3][C:2]=1[CH:11]=O.[C:13]([NH:16][NH2:17])([NH2:15])=[NH:14].[ClH:18]. (5) Given the product [CH:1]1([C:7]2[C:15]3[CH:14]=[CH:13][C:12]([C:16]([O:18][CH3:19])=[O:17])=[CH:11][C:10]=3[N:9]3[C:8]=2[C:23]2[CH:24]=[CH:25][C:26]([OH:29])=[CH:27][C:28]=2[O:22][CH2:21][CH2:20]3)[CH2:2][CH2:3][CH2:4][CH2:5][CH2:6]1, predict the reactants needed to synthesize it. The reactants are: [CH:1]1([C:7]2[C:15]3[C:10](=[CH:11][C:12]([C:16]([O:18][CH3:19])=[O:17])=[CH:13][CH:14]=3)[N:9]([CH2:20][CH2:21][OH:22])[C:8]=2[C:23]2[CH:28]=[CH:27][C:26]([OH:29])=[CH:25][C:24]=2O)[CH2:6][CH2:5][CH2:4][CH2:3][CH2:2]1.C1(P(C2C=CC=CC=2)C2C=CC=CC=2)C=CC=CC=1.N(C(OCC)=O)=NC(OCC)=O. (6) Given the product [C:1]([C:3]1[CH:8]=[CH:7][C:6]([C:9]2[S:10][C:11]([C:23]([C:25]3[O:26][CH:27]=[CH:28][CH:29]=3)=[O:24])=[CH:12][C:13]=2[CH2:14][C:15]([O:41][CH2:37][CH3:38])=[O:16])=[CH:5][CH:4]=1)#[N:2], predict the reactants needed to synthesize it. The reactants are: [C:1]([C:3]1[CH:8]=[CH:7][C:6]([C:9]2[S:10][C:11]([C:23]([C:25]3[O:26][CH:27]=[CH:28][CH:29]=3)=[O:24])=[CH:12][C:13]=2[CH2:14][C:15](NCCN(C)C)=[O:16])=[CH:5][CH:4]=1)#[N:2].IC1C=C(C=[CH:37][CH:38]=1)C#N.[F-].[K+].[OH2:41]. (7) Given the product [CH3:26][C@@:18]1([N:17]2[C:4](=[O:15])[C:5]3[C:6](=[CH:8][CH:9]=[CH:10][C:11]=3[N+:12]([O-:14])=[O:13])[N:7]=[C:2]2[CH3:1])[CH2:23][CH2:22][C:21](=[O:24])[NH:20][C:19]1=[O:25], predict the reactants needed to synthesize it. The reactants are: [CH3:1][C:2]1O[C:4](=[O:15])[C:5]2[C:11]([N+:12]([O-:14])=[O:13])=[CH:10][CH:9]=[CH:8][C:6]=2[N:7]=1.Br.[NH2:17][C@:18]1([CH3:26])[CH2:23][CH2:22][C:21](=[O:24])[NH:20][C:19]1=[O:25].N1C=CN=C1.C1(OP(OC2C=CC=CC=2)OC2C=CC=CC=2)C=CC=CC=1. (8) Given the product [Br:54][CH2:55][CH2:56][CH2:57][O:15][C:16]1[CH:21]=[CH:20][C:19]([C@@H:22]2[O:27][CH2:26][CH2:25][N:24]([C:28]([O:30][C:31]([CH3:34])([CH3:33])[CH3:32])=[O:29])[CH2:23]2)=[CH:18][CH:17]=1, predict the reactants needed to synthesize it. The reactants are: N(C(OC(C)C)=O)=NC(OC(C)C)=O.[OH:15][C:16]1[CH:21]=[CH:20][C:19]([C@@H:22]2[O:27][CH2:26][CH2:25][N:24]([C:28]([O:30][C:31]([CH3:34])([CH3:33])[CH3:32])=[O:29])[CH2:23]2)=[CH:18][CH:17]=1.C1(P(C2C=CC=CC=2)C2C=CC=CC=2)C=CC=CC=1.[Br:54][CH2:55][CH2:56][CH2:57]O. (9) Given the product [F:1][C:2]1[CH:3]=[C:4]([CH:8]2[CH2:17][C:16]3[C:11](=[CH:12][C:13]([OH:19])=[CH:14][CH:15]=3)[O:10][CH2:9]2)[CH:5]=[CH:6][CH:7]=1, predict the reactants needed to synthesize it. The reactants are: [F:1][C:2]1[CH:3]=[C:4]([C:8]2[C:17](=O)[C:16]3[C:11](=[CH:12][C:13]([OH:19])=[CH:14][CH:15]=3)[O:10][CH:9]=2)[CH:5]=[CH:6][CH:7]=1.